From a dataset of hERG Central: cardiac toxicity at 1µM, 10µM, and general inhibition. Predict hERG channel inhibition at various concentrations. (1) The molecule is COc1ccc(N2CC(C(=O)N/N=C/c3ccc([N+](=O)[O-])cc3)CC2=O)cc1. Results: hERG_inhib (hERG inhibition (general)): blocker. (2) The compound is Cc1cccc(N2CCN(C(=O)COc3cc(=O)n(C)c4ccccc34)CC2)c1C. Results: hERG_inhib (hERG inhibition (general)): blocker. (3) The compound is OCC1(Cc2ccccc2F)CCCN(CCc2ccccc2)C1. Results: hERG_inhib (hERG inhibition (general)): blocker. (4) The compound is O=C(NCCc1cccc(C(F)(F)F)c1)C1CCC(=O)N(CCc2cccc(F)c2)C1. Results: hERG_inhib (hERG inhibition (general)): blocker. (5) The drug is COc1ccc(CN2CCN(c3ccccn3)CC2)cc1OCc1ccccc1. Results: hERG_inhib (hERG inhibition (general)): blocker. (6) The compound is N#Cc1ccc(Sc2ccccn2)c([N+](=O)[O-])c1. Results: hERG_inhib (hERG inhibition (general)): blocker. (7) The molecule is O=C(COc1ccc(Br)cc1)NNC(=O)c1ccc(-n2cncn2)c([N+](=O)[O-])c1. Results: hERG_inhib (hERG inhibition (general)): blocker.